From a dataset of Full USPTO retrosynthesis dataset with 1.9M reactions from patents (1976-2016). Predict the reactants needed to synthesize the given product. (1) The reactants are: OC[C:3]1[N:7]([C:8]2[CH:9]=[C:10]([C:14]3[CH2:20][C:19](=[O:21])[NH:18][C:17]4[CH:22]=[C:23]([CH3:32])[C:24]([N:26]([CH2:28][CH:29]([CH3:31])[CH3:30])[CH3:27])=[CH:25][C:16]=4[N:15]=3)[CH:11]=[CH:12][CH:13]=2)[N:6]=[N:5][CH:4]=1.S(Cl)(Cl)=O.[Cl-].N1[CH2:42][CH2:41][CH2:40][CH2:39]1.[CH3:43][N:44](C=O)C. Given the product [CH2:28]([N:26]([CH3:27])[C:24]1[C:23]([CH3:32])=[CH:22][C:17]2[NH:18][C:19](=[O:21])[CH2:20][C:14]([C:10]3[CH:11]=[CH:12][CH:13]=[C:8]([N:7]4[C:3]([CH2:4][N:5]5[CH2:39][CH2:40][CH2:41][CH2:42]5)=[N:44][CH:43]=[N:6]4)[CH:9]=3)=[N:15][C:16]=2[CH:25]=1)[CH:29]([CH3:31])[CH3:30], predict the reactants needed to synthesize it. (2) Given the product [CH3:19][O:1][C@H:2]1[CH2:7][CH2:6][CH2:5][C@@H:4]([NH:8][C:9](=[O:15])[O:10][C:11]([CH3:12])([CH3:14])[CH3:13])[CH2:3]1, predict the reactants needed to synthesize it. The reactants are: [OH:1][C@H:2]1[CH2:7][CH2:6][CH2:5][C@@H:4]([NH:8][C:9](=[O:15])[O:10][C:11]([CH3:14])([CH3:13])[CH3:12])[CH2:3]1.[H-].[Na+].I[CH3:19]. (3) The reactants are: [N:1]1([CH2:6][CH2:7][CH2:8][O:9][C:10]2[CH:15]=[CH:14][C:13]([C:16]3([C:22](O)=O)[CH2:21][CH2:20][O:19][CH2:18][CH2:17]3)=[CH:12][CH:11]=2)[CH2:5][CH2:4][CH2:3][CH2:2]1.[NH2:25][C:26]1[CH:31]=[CH:30][CH:29]=[CH:28][C:27]=1[NH2:32]. Given the product [N:1]1([CH2:6][CH2:7][CH2:8][O:9][C:10]2[CH:11]=[CH:12][C:13]([C:16]3([C:22]4[NH:32][C:27]5[CH:28]=[CH:29][CH:30]=[CH:31][C:26]=5[N:25]=4)[CH2:21][CH2:20][O:19][CH2:18][CH2:17]3)=[CH:14][CH:15]=2)[CH2:2][CH2:3][CH2:4][CH2:5]1, predict the reactants needed to synthesize it. (4) Given the product [C:1]([O:5][C:6]([N:8]1[CH2:13][CH2:12][N:11]([C:14](=[O:26])[C:15]2[CH:20]=[CH:19][C:18]([N:32]3[C@H:31]([CH2:33][O:34][C:35](=[O:42])[C:36]4[CH:41]=[CH:40][CH:39]=[CH:38][CH:37]=4)[CH2:30][O:29][C:28]3=[O:27])=[CH:17][C:16]=2[S:22]([CH3:25])(=[O:24])=[O:23])[CH2:10][CH2:9]1)=[O:7])([CH3:4])([CH3:3])[CH3:2], predict the reactants needed to synthesize it. The reactants are: [C:1]([O:5][C:6]([N:8]1[CH2:13][CH2:12][N:11]([C:14](=[O:26])[C:15]2[CH:20]=[CH:19][C:18](Br)=[CH:17][C:16]=2[S:22]([CH3:25])(=[O:24])=[O:23])[CH2:10][CH2:9]1)=[O:7])([CH3:4])([CH3:3])[CH3:2].[O:27]=[C:28]1[NH:32][C@H:31]([CH2:33][O:34][C:35](=[O:42])[C:36]2[CH:41]=[CH:40][CH:39]=[CH:38][CH:37]=2)[CH2:30][O:29]1. (5) Given the product [CH2:1]([O:3][C:4](=[O:14])[CH2:5][C:6]1[CH:11]=[CH:10][CH:9]=[C:8]([CH:12]=[O:16])[CH:7]=1)[CH3:2], predict the reactants needed to synthesize it. The reactants are: [CH2:1]([O:3][C:4](=[O:14])[CH2:5][C:6]1[CH:11]=[CH:10][CH:9]=[C:8]([C:12]#N)[CH:7]=1)[CH3:2].C(O)=[O:16]. (6) The reactants are: [CH3:1][O:2][C:3]1[CH:4]=[C:5]([CH:7]=[C:8]([O:12][CH3:13])[C:9]=1[O:10][CH3:11])[NH2:6].CC1(C)C2C(=C(P(C3C=CC=CC=3)C3C=CC=CC=3)C=CC=2)OC2C(P(C3C=CC=CC=3)C3C=CC=CC=3)=CC=CC1=2.C([O-])([O-])=O.[Cs+].[Cs+].Cl[C:63]1[CH:68]=[C:67]([O:69][C:70]2[CH:71]=[N:72][CH:73]=[CH:74][CH:75]=2)[CH:66]=[CH:65][N:64]=1. Given the product [N:72]1[CH:73]=[CH:74][CH:75]=[C:70]([O:69][C:67]2[CH:68]=[CH:63][N:64]=[C:65]([NH:6][C:5]3[CH:7]=[C:8]([O:12][CH3:13])[C:9]([O:10][CH3:11])=[C:3]([O:2][CH3:1])[CH:4]=3)[CH:66]=2)[CH:71]=1, predict the reactants needed to synthesize it.